This data is from Forward reaction prediction with 1.9M reactions from USPTO patents (1976-2016). The task is: Predict the product of the given reaction. (1) Given the reactants [Br-:1].[Br-].[CH3:3][C:4]1[C:13]2[C:8](=[CH:9][CH:10]=[CH:11][CH:12]=2)[N+:7]([CH2:14][CH2:15][CH2:16][N+:17]([CH3:20])([CH3:19])[CH3:18])=[CH:6][CH:5]=1.C(O[C:25](=[O:27])[CH3:26])(=O)C, predict the reaction product. The product is: [Br-:1].[Br-:1].[C:25]([N:7]([CH:6]=[CH:3][C:4]1[C:13]2[C:8](=[CH:9][CH:10]=[CH:11][CH:12]=2)[N+:7]([CH2:14][CH2:15][CH2:16][N+:17]([CH3:18])([CH3:20])[CH3:19])=[CH:6][CH:5]=1)[C:8]1[CH:13]=[CH:12][CH:11]=[CH:10][CH:9]=1)(=[O:27])[CH3:26]. (2) Given the reactants [Br:1][C:2]1[CH:7]=[CH:6][C:5]([CH2:8]Br)=[CH:4][C:3]=1[F:10].[C-:11]#[N:12].[K+], predict the reaction product. The product is: [Br:1][C:2]1[CH:7]=[CH:6][C:5]([CH2:8][C:11]#[N:12])=[CH:4][C:3]=1[F:10].